From a dataset of Peptide-MHC class I binding affinity with 185,985 pairs from IEDB/IMGT. Regression. Given a peptide amino acid sequence and an MHC pseudo amino acid sequence, predict their binding affinity value. This is MHC class I binding data. (1) The peptide sequence is SLYEKSGSV. The MHC is HLA-B07:02 with pseudo-sequence HLA-B07:02. The binding affinity (normalized) is 0.0847. (2) The peptide sequence is YPLHEQYGM. The MHC is HLA-A26:01 with pseudo-sequence HLA-A26:01. The binding affinity (normalized) is 0. (3) The peptide sequence is YLEGLIHEV. The MHC is HLA-A02:03 with pseudo-sequence HLA-A02:03. The binding affinity (normalized) is 0.921. (4) The peptide sequence is KYMLKHVVW. The MHC is Mamu-B3901 with pseudo-sequence Mamu-B3901. The binding affinity (normalized) is 0.414. (5) The peptide sequence is YMREVGAAL. The MHC is HLA-A02:03 with pseudo-sequence HLA-A02:03. The binding affinity (normalized) is 1.00. (6) The peptide sequence is MVLMTHFFSV. The MHC is HLA-A02:02 with pseudo-sequence HLA-A02:02. The binding affinity (normalized) is 0.381. (7) The MHC is HLA-B07:02 with pseudo-sequence HLA-B07:02. The peptide sequence is NWDWGVFFK. The binding affinity (normalized) is 0.0847. (8) The peptide sequence is KAVRLIKFLY. The MHC is HLA-A33:01 with pseudo-sequence HLA-A33:01. The binding affinity (normalized) is 0.0531.